From a dataset of Full USPTO retrosynthesis dataset with 1.9M reactions from patents (1976-2016). Predict the reactants needed to synthesize the given product. Given the product [CH3:37][N:38]([CH3:39])[C:12](=[O:13])[CH2:11][CH2:10][CH:9]([NH:8][C:6](=[O:7])[O:5][C:2]([CH3:4])([CH3:3])[CH3:1])[C:15]1[CH:20]=[CH:19][CH:18]=[C:17]([CH3:21])[CH:16]=1, predict the reactants needed to synthesize it. The reactants are: [CH3:1][C:2]([O:5][C:6]([NH:8][CH:9]([C:15]1[CH:20]=[CH:19][CH:18]=[C:17]([CH3:21])[CH:16]=1)[CH2:10][CH2:11][C:12](O)=[O:13])=[O:7])([CH3:4])[CH3:3].C1C=CC2N(O)N=NC=2C=1.C(Cl)CCl.C[CH2:37][N:38](C(C)C)[CH:39](C)C.